This data is from Full USPTO retrosynthesis dataset with 1.9M reactions from patents (1976-2016). The task is: Predict the reactants needed to synthesize the given product. (1) Given the product [CH2:1]([C@@:4]1([CH3:31])[CH2:9][C@H:8]([C:10]2[CH:15]=[CH:14][CH:13]=[C:12]([Cl:16])[CH:11]=2)[C@@H:7]([C:17]2[CH:18]=[CH:19][C:20]([Cl:23])=[CH:21][CH:22]=2)[N:6]([C@@H:24]([CH2:28][CH3:29])[CH2:25][N:26]([CH3:27])[S:33]([CH3:32])(=[O:35])=[O:34])[C:5]1=[O:30])[CH:2]=[CH2:3], predict the reactants needed to synthesize it. The reactants are: [CH2:1]([C@@:4]1([CH3:31])[CH2:9][C@H:8]([C:10]2[CH:15]=[CH:14][CH:13]=[C:12]([Cl:16])[CH:11]=2)[C@@H:7]([C:17]2[CH:22]=[CH:21][C:20]([Cl:23])=[CH:19][CH:18]=2)[N:6]([C@@H:24]([CH2:28][CH3:29])[CH2:25][NH:26][CH3:27])[C:5]1=[O:30])[CH:2]=[CH2:3].[CH3:32][S:33](Cl)(=[O:35])=[O:34].N1C=CC=CC=1.C(O)(=O)CC(CC(O)=O)(C(O)=O)O. (2) Given the product [CH2:17]([O:16][C:4]1[C:5]([O:8][C:9]2[CH:14]=[CH:13][CH:12]=[C:11]([CH3:15])[N:10]=2)=[N:6][CH:7]=[C:2]([C:19]2[CH:24]=[CH:23][CH:22]=[CH:21][CH:20]=2)[CH:3]=1)[CH3:18], predict the reactants needed to synthesize it. The reactants are: Cl[C:2]1[CH:3]=[C:4]([O:16][CH2:17][CH3:18])[C:5]([O:8][C:9]2[CH:14]=[CH:13][CH:12]=[C:11]([CH3:15])[N:10]=2)=[N:6][CH:7]=1.[C:19]1(B(O)O)[CH:24]=[CH:23][CH:22]=[CH:21][CH:20]=1.C([O-])([O-])=O.[Cs+].[Cs+].P(C(C)(C)C)(C(C)(C)C)C(C)(C)C. (3) Given the product [C:1]([O:5][C:6](=[O:29])[NH:7][C@@H:8]1[CH2:13][CH2:12][CH2:11][N:10]([C:14]2[C:19]([NH2:20])=[C:18]([NH:23][CH3:24])[N:17]=[C:16]([C:25]([O:27][CH3:28])=[O:26])[CH:15]=2)[CH2:9]1)([CH3:4])([CH3:3])[CH3:2], predict the reactants needed to synthesize it. The reactants are: [C:1]([O:5][C:6](=[O:29])[NH:7][C@@H:8]1[CH2:13][CH2:12][CH2:11][N:10]([C:14]2[C:19]([N+:20]([O-])=O)=[C:18]([NH:23][CH3:24])[N:17]=[C:16]([C:25]([O:27][CH3:28])=[O:26])[CH:15]=2)[CH2:9]1)([CH3:4])([CH3:3])[CH3:2].[H][H].